From a dataset of Forward reaction prediction with 1.9M reactions from USPTO patents (1976-2016). Predict the product of the given reaction. (1) Given the reactants Cl[C:2]1[N:3]=[CH:4][C:5]2[N:11]([CH3:12])[C:10](=[O:13])[C:9]([F:15])([F:14])[CH2:8][N:7]([CH:16]3[CH2:21][CH2:20][CH2:19][CH2:18][CH2:17]3)[C:6]=2[N:22]=1.O.C1(C)C(S(O)(=O)=O)=CC=CC=1.[NH2:35][C:36]1[CH:50]=[CH:49][C:39]([C:40]([NH:42][CH:43]2[CH2:48][CH2:47][O:46][CH2:45][CH2:44]2)=[O:41])=[CH:38][CH:37]=1, predict the reaction product. The product is: [CH:16]1([N:7]2[CH2:8][C:9]([F:15])([F:14])[C:10](=[O:13])[N:11]([CH3:12])[C:5]3[CH:4]=[N:3][C:2]([NH:35][C:36]4[CH:37]=[CH:38][C:39]([C:40]([NH:42][CH:43]5[CH2:48][CH2:47][O:46][CH2:45][CH2:44]5)=[O:41])=[CH:49][CH:50]=4)=[N:22][C:6]2=3)[CH2:21][CH2:20][CH2:19][CH2:18][CH2:17]1. (2) Given the reactants [NH2:1][C@H:2]([C:10]([OH:12])=[O:11])[CH2:3][CH2:4][CH2:5][NH:6][C:7](=[NH:9])[NH2:8].[NH2:13][C@H:14]([C:22]([OH:24])=[O:23])[CH2:15][C:16]1[CH:21]=[CH:20][CH:19]=[CH:18][CH:17]=1.[CH2:25]([OH:47])[C@H:26]1[O:31][C@H:30]([O:32][C@:33]2([CH2:42][OH:43])[O:37][C@H:36]([CH2:38][OH:39])[C@@H:35]([OH:40])[C@@H:34]2[OH:41])[C@H:29]([OH:44])[C@@H:28]([OH:45])[C@@H:27]1[OH:46], predict the reaction product. The product is: [CH2:25]([OH:47])[C@H:26]1[O:31][C@H:30]([O:32][C@:33]2([CH2:42][OH:43])[O:37][C@H:36]([CH2:38][OH:39])[C@@H:35]([OH:40])[C@@H:34]2[OH:41])[C@H:29]([OH:44])[C@@H:28]([OH:45])[C@@H:27]1[OH:46].[NH2:1][C@H:2]([C:10]([OH:12])=[O:11])[CH2:3][CH2:4][CH2:5][NH:6][C:7](=[NH:8])[NH2:9].[NH2:13][C@H:14]([C:22]([OH:24])=[O:23])[CH2:15][C:16]1[CH:21]=[CH:20][CH:19]=[CH:18][CH:17]=1. (3) Given the reactants [Cl:1][C:2]1[CH:3]=[C:4]([C:8]2[C:13]([O:14][CH3:15])=[CH:12][CH:11]=[C:10]([CH2:16][C:17]3[CH:22]=[CH:21][C:20]([NH2:23])=[CH:19][CH:18]=3)[C:9]=2[F:24])[CH:5]=[CH:6][CH:7]=1.Br[C:26]1[S:27][CH:28]=[CH:29][N:30]=1.Cl.C(=O)([O-])[O-].[K+].[K+], predict the reaction product. The product is: [Cl:1][C:2]1[CH:3]=[C:4]([C:8]2[C:13]([O:14][CH3:15])=[CH:12][CH:11]=[C:10]([CH2:16][C:17]3[CH:18]=[CH:19][C:20]([NH:23][C:26]4[S:27][CH:28]=[CH:29][N:30]=4)=[CH:21][CH:22]=3)[C:9]=2[F:24])[CH:5]=[CH:6][CH:7]=1. (4) Given the reactants C(OC([N:8]1[CH2:13][CH2:12][CH:11]([N:14]([CH2:17][C:18]2[CH:23]=[CH:22][CH:21]=[C:20]([C:24]3[CH:29]=[CH:28][N:27]=[C:26](Cl)[N:25]=3)[CH:19]=2)[CH2:15][CH3:16])[CH2:10][CH2:9]1)=O)(C)(C)C.[S:31]1[CH:35]=[CH:34][CH:33]=[C:32]1[CH2:36][CH2:37][NH2:38], predict the reaction product. The product is: [CH2:15]([N:14]([CH2:17][C:18]1[CH:19]=[C:20]([C:24]2[CH:29]=[CH:28][N:27]=[C:26]([NH:38][CH2:37][CH2:36][C:32]3[S:31][CH:35]=[CH:34][CH:33]=3)[N:25]=2)[CH:21]=[CH:22][CH:23]=1)[CH:11]1[CH2:10][CH2:9][NH:8][CH2:13][CH2:12]1)[CH3:16]. (5) Given the reactants C([N:8]1[CH2:17][CH2:16][C:15]2[N:14]=[C:13]([Cl:18])[CH:12]=[CH:11][C:10]=2[CH2:9]1)C1C=CC=CC=1.C1(C)C=CC(S(O)(=O)=O)=CC=1.[CH2:30]([C@@H:32]1[CH2:37][O:36][CH2:35][CH2:34][NH:33]1)[CH3:31], predict the reaction product. The product is: [ClH:18].[CH2:30]([C@@H:32]1[CH2:37][O:36][CH2:35][CH2:34][N:33]1[C:13]1[CH:12]=[CH:11][C:10]2[CH2:9][NH:8][CH2:17][CH2:16][C:15]=2[N:14]=1)[CH3:31].